This data is from Peptide-MHC class I binding affinity with 185,985 pairs from IEDB/IMGT. The task is: Regression. Given a peptide amino acid sequence and an MHC pseudo amino acid sequence, predict their binding affinity value. This is MHC class I binding data. (1) The peptide sequence is MIPSTSKGKT. The MHC is Mamu-A01 with pseudo-sequence Mamu-A01. The binding affinity (normalized) is 0. (2) The peptide sequence is HVIYFTAFT. The MHC is HLA-B15:01 with pseudo-sequence HLA-B15:01. The binding affinity (normalized) is 0.0847. (3) The peptide sequence is NHIYDRYGDTV. The MHC is Mamu-A07 with pseudo-sequence Mamu-A07. The binding affinity (normalized) is 0.497. (4) The peptide sequence is LTFGWCFKLV. The MHC is HLA-A02:03 with pseudo-sequence HLA-A02:03. The binding affinity (normalized) is 0.527. (5) The peptide sequence is MSLYMAISPK. The MHC is HLA-A68:01 with pseudo-sequence HLA-A68:01. The binding affinity (normalized) is 0.781. (6) The peptide sequence is ALYLLDGLR. The MHC is HLA-B57:01 with pseudo-sequence HLA-B57:01. The binding affinity (normalized) is 0.0847.